Dataset: Full USPTO retrosynthesis dataset with 1.9M reactions from patents (1976-2016). Task: Predict the reactants needed to synthesize the given product. (1) Given the product [ClH:1].[C:35]([Cl:1])(=[O:34])[C:36]1[CH:31]=[CH:30][N:29]=[CH:32][CH:33]=1, predict the reactants needed to synthesize it. The reactants are: [Cl:1]C1C=C(C2(C(F)(F)F)ON=C(C3C=CC(Cl)=C(NN)C=3)C2)C=C(Cl)C=1.C([N:29]([CH2:32][CH3:33])[CH2:30][CH3:31])C.[O:34]1CC[CH2:36][CH2:35]1. (2) Given the product [F:13][CH:14]([F:17])[CH2:15][O:16][C:2]1[CH:12]=[CH:11][C:5]([C:6]([OH:8])=[O:7])=[CH:4][N:3]=1, predict the reactants needed to synthesize it. The reactants are: Cl[C:2]1[CH:12]=[CH:11][C:5]([C:6]([O:8]CC)=[O:7])=[CH:4][N:3]=1.[F:13][C:14](F)([F:17])[CH2:15][OH:16].[OH-].[Li+]. (3) Given the product [NH2:1][C:2]1[S:3][C@@:4]2([CH2:19][OH:20])[C@@H:6]([C@:7]([C:11]3[CH:16]=[C:15]([NH2:17])[CH:14]=[CH:13][C:12]=3[F:18])([CH2:9][F:10])[N:8]=1)[CH2:5]2, predict the reactants needed to synthesize it. The reactants are: [NH2:1][C:2]1[S:3][C@@:4]2([C:19](OC)=[O:20])[C@@H:6]([C@:7]([C:11]3[CH:16]=[C:15]([NH2:17])[CH:14]=[CH:13][C:12]=3[F:18])([CH2:9][F:10])[N:8]=1)[CH2:5]2.[BH4-].[Li+].CO. (4) Given the product [OH:35][CH2:34][CH2:36][NH:37][CH:1]([C:4]1[CH:9]=[CH:8][N:7]2[C:10]([C:13]([NH:15][C:16]3[CH:24]=[CH:23][CH:22]=[C:21]4[C:17]=3[C:18]([CH3:33])=[N:19][N:20]4[CH2:25][C:26]3[CH:31]=[CH:30][CH:29]=[C:28]([CH3:32])[N:27]=3)=[O:14])=[CH:11][N:12]=[C:6]2[CH:5]=1)[CH3:2], predict the reactants needed to synthesize it. The reactants are: [C:1]([C:4]1[CH:9]=[CH:8][N:7]2[C:10]([C:13]([NH:15][C:16]3[CH:24]=[CH:23][CH:22]=[C:21]4[C:17]=3[C:18]([CH3:33])=[N:19][N:20]4[CH2:25][C:26]3[CH:31]=[CH:30][CH:29]=[C:28]([CH3:32])[N:27]=3)=[O:14])=[CH:11][N:12]=[C:6]2[CH:5]=1)(=O)[CH3:2].[CH2:34]([CH2:36][NH2:37])[OH:35]. (5) Given the product [CH:1]1([C:4]2[CH:9]=[CH:8][C:7]([C:10](=[O:13])[CH2:11][CH3:12])=[CH:6][CH:5]=2)[CH2:3][CH2:2]1, predict the reactants needed to synthesize it. The reactants are: [CH:1]1([C:4]2[CH:9]=[CH:8][CH:7]=[CH:6][CH:5]=2)[CH2:3][CH2:2]1.[C:10](Cl)(=[O:13])[CH2:11][CH3:12].[Al+3].[Cl-].[Cl-].[Cl-]. (6) The reactants are: C(OC(=O)[NH:10][CH2:11][CH2:12][CH2:13][CH2:14][C:15]1[CH:20]=[CH:19][C:18]([O:21][CH2:22][C:23](=[O:31])[NH:24][CH2:25][CH2:26][CH2:27][N:28]([CH3:30])[CH3:29])=[CH:17][CH:16]=1)C1C=CC=CC=1.[H][H]. Given the product [NH2:10][CH2:11][CH2:12][CH2:13][CH2:14][C:15]1[CH:20]=[CH:19][C:18]([O:21][CH2:22][C:23]([NH:24][CH2:25][CH2:26][CH2:27][N:28]([CH3:30])[CH3:29])=[O:31])=[CH:17][CH:16]=1, predict the reactants needed to synthesize it. (7) The reactants are: [F:1][C:2]1[C:10]([O:11][C:12]2[C:21]3[C:16](=[CH:17][C:18]([OH:24])=[C:19]([O:22][CH3:23])[CH:20]=3)[N:15]=[N:14][CH:13]=2)=[CH:9][CH:8]=[C:7]2[C:3]=1[CH:4]=[C:5]([CH3:25])[NH:6]2.O[CH2:27][CH2:28][CH2:29][N:30]1[CH2:35][CH2:34][N:33]([CH3:36])[CH2:32][CH2:31]1. Given the product [F:1][C:2]1[C:10]([O:11][C:12]2[C:21]3[C:16](=[CH:17][C:18]([O:24][CH2:27][CH2:28][CH2:29][N:30]4[CH2:35][CH2:34][N:33]([CH3:36])[CH2:32][CH2:31]4)=[C:19]([O:22][CH3:23])[CH:20]=3)[N:15]=[N:14][CH:13]=2)=[CH:9][CH:8]=[C:7]2[C:3]=1[CH:4]=[C:5]([CH3:25])[NH:6]2, predict the reactants needed to synthesize it. (8) Given the product [NH:3]1[C:7]2[CH:8]=[CH:9][CH:10]=[CH:11][C:6]=2[N:5]=[C:4]1[C@H:12]([NH:22][C:23]([NH:25][CH:26]1[CH2:30][CH2:29][N:28]([S:41]([CH3:40])(=[O:43])=[O:42])[CH2:27]1)=[O:24])[CH2:13][C:14]1[CH:15]=[CH:16][C:17]([O:20][CH3:21])=[CH:18][CH:19]=1, predict the reactants needed to synthesize it. The reactants are: N#N.[NH:3]1[C:7]2[CH:8]=[CH:9][CH:10]=[CH:11][C:6]=2[N:5]=[C:4]1[C@H:12]([NH:22][C:23]([NH:25][CH:26]1[CH2:30][CH2:29][NH:28][CH2:27]1)=[O:24])[CH2:13][C:14]1[CH:19]=[CH:18][C:17]([O:20][CH3:21])=[CH:16][CH:15]=1.CCN(C(C)C)C(C)C.[CH3:40][S:41](Cl)(=[O:43])=[O:42].